This data is from Forward reaction prediction with 1.9M reactions from USPTO patents (1976-2016). The task is: Predict the product of the given reaction. Given the reactants C(N(C(C)C)CC)(C)C.C1N(P(Cl)(N2C(=O)OCC2)=O)C(=O)OC1.Cl.[Cl:26][CH2:27][CH2:28][CH2:29][CH:30]([C:35]1[CH:40]=[C:39]([F:41])[C:38]([F:42])=[C:37]([F:43])[CH:36]=1)[C:31]([NH:33][NH2:34])=[O:32].[CH3:44][O:45][C:46]1[CH:47]=[C:48](/[CH:58]=[CH:59]/[C:60](O)=[O:61])[CH:49]=[N:50][C:51]=1[N:52]1[CH:56]=[C:55]([CH3:57])[N:54]=[CH:53]1.O.C(=O)(O)[O-].[Na+], predict the reaction product. The product is: [CH3:44][O:45][C:46]1[CH:47]=[C:48](/[CH:58]=[CH:59]/[C:60]([NH:34][NH:33][C:31](=[O:32])[CH:30]([C:35]2[CH:36]=[C:37]([F:43])[C:38]([F:42])=[C:39]([F:41])[CH:40]=2)[CH2:29][CH2:28][CH2:27][Cl:26])=[O:61])[CH:49]=[N:50][C:51]=1[N:52]1[CH:56]=[C:55]([CH3:57])[N:54]=[CH:53]1.